This data is from Forward reaction prediction with 1.9M reactions from USPTO patents (1976-2016). The task is: Predict the product of the given reaction. (1) Given the reactants [O:1]1[C:5]([C:6]2[C:7]3[N:8]([C:16]([C:19]([OH:21])=O)=[CH:17][N:18]=3)[CH:9]=[C:10]([C:12]([F:15])([F:14])[F:13])[CH:11]=2)=[CH:4][N:3]=[CH:2]1.CN(C(ON1N=NC2C=CC=NC1=2)=[N+](C)C)C.F[P-](F)(F)(F)(F)F.[NH:46]1[CH2:50][CH2:49][C@H:48]([OH:51])[CH2:47]1.C(=O)(O)[O-].[Na+], predict the reaction product. The product is: [OH:51][C@H:48]1[CH2:49][CH2:50][N:46]([C:19]([C:16]2[N:8]3[CH:9]=[C:10]([C:12]([F:15])([F:14])[F:13])[CH:11]=[C:6]([C:5]4[O:1][CH:2]=[N:3][CH:4]=4)[C:7]3=[N:18][CH:17]=2)=[O:21])[CH2:47]1. (2) Given the reactants [Cl:1][C:2]1[CH:7]=[C:6]([Cl:8])[CH:5]=[CH:4][C:3]=1[CH2:9][C:10]([OH:12])=[O:11].C[Si]([N-][Si](C)(C)C)(C)C.[Na+].[Cl:23][CH2:24][CH2:25][CH2:26]I, predict the reaction product. The product is: [Cl:23][CH2:24][CH2:25][CH2:26][CH:9]([C:3]1[CH:4]=[CH:5][C:6]([Cl:8])=[CH:7][C:2]=1[Cl:1])[C:10]([OH:12])=[O:11].